From a dataset of Reaction yield outcomes from USPTO patents with 853,638 reactions. Predict the reaction yield, written as a fraction of the theoretical maximum amount of product (1.0 means a 100% yield; for example, 0.34 means a 34% yield). (1) The reactants are [C:1]([O:5][C:6](=[O:14])[NH:7][C:8]1[CH:13]=[CH:12][N:11]=[CH:10][CH:9]=1)([CH3:4])([CH3:3])[CH3:2].[Li]C(C)(C)C.[CH2:20]([O:22][C:23](=[O:29])[C:24](OCC)=[O:25])[CH3:21]. The catalyst is C1COCC1. The product is [CH2:20]([O:22][C:23](=[O:29])[C:24]([C:9]1[CH:10]=[N:11][CH:12]=[CH:13][C:8]=1[NH:7][C:6]([O:5][C:1]([CH3:4])([CH3:2])[CH3:3])=[O:14])=[O:25])[CH3:21]. The yield is 0.170. (2) The reactants are [Br:1][C:2]1[C:9]([O:10][CH3:11])=[CH:8][C:5]([CH:6]=[O:7])=[C:4]([N+:12]([O-:14])=[O:13])[CH:3]=1.[C:15]1([Mg]Br)[CH:20]=[CH:19][CH:18]=[CH:17][CH:16]=1. The catalyst is C1COCC1. The product is [Br:1][C:2]1[C:9]([O:10][CH3:11])=[CH:8][C:5]([CH:6]([C:15]2[CH:20]=[CH:19][CH:18]=[CH:17][CH:16]=2)[OH:7])=[C:4]([N+:12]([O-:14])=[O:13])[CH:3]=1. The yield is 0.920. (3) The reactants are [C:1]([C:3]1[CH:8]=[CH:7][CH:6]=[CH:5][C:4]=1[CH2:9][NH:10][SH:11](=[O:13])=[O:12])#[N:2].[H][H]. The catalyst is [Ni].C(O)C. The product is [NH2:2][CH2:1][C:3]1[CH:8]=[CH:7][CH:6]=[CH:5][C:4]=1[CH2:9][NH:10][SH:11](=[O:13])=[O:12]. The yield is 0.900. (4) The reactants are [C:1]([NH:18][CH:19]([CH:24]1[CH2:29][CH2:28][N:27]([C:30]([O:32][C:33]([CH3:36])([CH3:35])[CH3:34])=[O:31])[CH2:26][CH2:25]1)[CH2:20][C:21](O)=[O:22])([O:3][CH2:4][CH:5]1[C:17]2[C:12](=[CH:13][CH:14]=[CH:15][CH:16]=2)[C:11]2[C:6]1=[CH:7][CH:8]=[CH:9][CH:10]=2)=[O:2].ClC(OCC)=O.[BH4-].[Na+]. No catalyst specified. The product is [C:1]([NH:18][CH:19]([CH:24]1[CH2:29][CH2:28][N:27]([C:30]([O:32][C:33]([CH3:36])([CH3:35])[CH3:34])=[O:31])[CH2:26][CH2:25]1)[CH2:20][CH2:21][OH:22])([O:3][CH2:4][CH:5]1[C:6]2[C:11](=[CH:10][CH:9]=[CH:8][CH:7]=2)[C:12]2[C:17]1=[CH:16][CH:15]=[CH:14][CH:13]=2)=[O:2]. The yield is 0.630. (5) The reactants are Cl.[CH2:2]1[C:10]2[C:5](=[CH:6][CH:7]=[CH:8][CH:9]=2)[CH2:4][CH:3]1[NH:11][C:12]1[N:13]=[CH:14][C:15]2[CH2:21][N:20](C(OC(C)(C)C)=O)[CH2:19][CH2:18][C:16]=2[N:17]=1.COC(C)(C)C.O. The catalyst is O1CCCC1.C(OCC)(=O)C. The product is [CH2:2]1[C:10]2[C:5](=[CH:6][CH:7]=[CH:8][CH:9]=2)[CH2:4][CH:3]1[NH:11][C:12]1[N:13]=[CH:14][C:15]2[CH2:21][NH:20][CH2:19][CH2:18][C:16]=2[N:17]=1. The yield is 0.370. (6) The reactants are [C:1]1([C:7]2[CH:8]=[C:9]([C:12](OCC)=[O:13])[NH:10][CH:11]=2)[CH:6]=[CH:5][CH:4]=[CH:3][CH:2]=1.[H-].[Al+3].[Li+].[H-].[H-].[H-].S([O-])([O-])(=O)=O.[Na+].[Na+]. The catalyst is O1CCCC1. The product is [C:1]1([C:7]2[CH:8]=[C:9]([CH2:12][OH:13])[NH:10][CH:11]=2)[CH:2]=[CH:3][CH:4]=[CH:5][CH:6]=1. The yield is 0.840.